Dataset: Reaction yield outcomes from USPTO patents with 853,638 reactions. Task: Predict the reaction yield, written as a fraction of the theoretical maximum amount of product (1.0 means a 100% yield; for example, 0.34 means a 34% yield). (1) The reactants are ClC1C=C(C=CC=1OC)CN[C:7]1C2CN(C)CCC=2[N:10]=[C:9]2[CH:18]=[CH:19][C:20]([C:22]#[N:23])=[CH:21][C:8]=12.[CH2:29]([N:31]1[CH2:36][CH2:35][C:34](=O)[CH2:33][CH2:32]1)[CH3:30].O=P(Cl)(Cl)[Cl:40]. The product is [Cl:40][C:7]1[C:35]2[CH2:36][N:31]([CH2:29][CH3:30])[CH2:32][CH2:33][C:34]=2[N:10]=[C:9]2[CH:18]=[CH:19][C:20]([C:22]#[N:23])=[CH:21][C:8]=12. No catalyst specified. The yield is 0.260. (2) The reactants are C(P(C(C)(C)C)C1C(C)=C(C)C(C)=C(C)C=1C1C(C(C)C)=CC(C(C)C)=CC=1C(C)C)(C)(C)C.[F:35][C:36]1[CH:37]=[C:38]([OH:43])[CH:39]=[C:40]([CH3:42])[CH:41]=1.Cl[C:45]1[CH:50]=[CH:49][C:48]([C:51]2[C:60]3[C:55](=[CH:56][C:57]([S:61]([NH:64][C:65]4[S:66][CH:67]=[N:68][N:69]=4)(=[O:63])=[O:62])=[CH:58][CH:59]=3)[CH:54]=[CH:53][N:52]=2)=[C:47]([O:70][CH3:71])[CH:46]=1.P([O-])([O-])([O-])=O.[K+].[K+].[K+].CC1OCCC1.O1CCOCC1. The catalyst is C1C=CC(/C=C/C(/C=C/C2C=CC=CC=2)=O)=CC=1.C1C=CC(/C=C/C(/C=C/C2C=CC=CC=2)=O)=CC=1.C1C=CC(/C=C/C(/C=C/C2C=CC=CC=2)=O)=CC=1.[Pd].[Pd]. The product is [F:35][C:36]1[CH:37]=[C:38]([CH:39]=[C:40]([CH3:42])[CH:41]=1)[O:43][C:45]1[CH:50]=[CH:49][C:48]([C:51]2[C:60]3[C:55](=[CH:56][C:57]([S:61]([NH:64][C:65]4[S:66][CH:67]=[N:68][N:69]=4)(=[O:62])=[O:63])=[CH:58][CH:59]=3)[CH:54]=[CH:53][N:52]=2)=[C:47]([O:70][CH3:71])[CH:46]=1. The yield is 0.0497. (3) The yield is 0.810. The catalyst is ClC(Cl)C. The reactants are [Cl:1]C(OC(Cl)C)=O.C([N:21]1[CH2:24][CH:23]([S:25][C:26]2[S:27][CH:28]=[CH:29][CH:30]=2)[CH2:22]1)(C1C=CC=CC=1)C1C=CC=CC=1.C(O)C. The product is [ClH:1].[S:27]1[CH:28]=[CH:29][CH:30]=[C:26]1[S:25][CH:23]1[CH2:24][NH:21][CH2:22]1. (4) The yield is 0.950. The catalyst is O. The reactants are [Cl:1][C:2]1[CH:7]=[C:6]([N+:8]([O-:10])=[O:9])[CH:5]=[CH:4][C:3]=1[OH:11].[F:12][C:13]1[CH:14]=[C:15]([CH:18]=[CH:19][CH:20]=1)[CH2:16]Br.C(#N)C.C(=O)([O-])[O-].[K+].[K+]. The product is [F:12][C:13]1[CH:14]=[C:15]([CH:18]=[CH:19][CH:20]=1)[CH2:16][O:11][C:3]1[CH:4]=[CH:5][C:6]([N+:8]([O-:10])=[O:9])=[CH:7][C:2]=1[Cl:1]. (5) The reactants are [CH3:1][O:2][C:3]1[CH:8]=[CH:7][C:6]([C:9]2([C:12]([OH:14])=[O:13])[CH2:11][CH2:10]2)=[CH:5][CH:4]=1.O.[C:16]1(C)C=CC(S(O)(=O)=O)=CC=1. The catalyst is CO. The product is [CH3:16][O:13][C:12]([C:9]1([C:6]2[CH:5]=[CH:4][C:3]([O:2][CH3:1])=[CH:8][CH:7]=2)[CH2:10][CH2:11]1)=[O:14]. The yield is 0.990. (6) The reactants are [H-].[Na+].[CH3:3][C@:4]1([C:19]([O:21][C:22]([CH3:25])([CH3:24])[CH3:23])=[O:20])[C:8](=[CH2:9])[C:7](=[O:10])[N:6]([C@@H:11]([C:13]2[CH:18]=[CH:17][CH:16]=[CH:15][CH:14]=2)[CH3:12])[CH2:5]1.[I-].[CH3:27][S+](C)C.C(O)(=O)CC(CC(O)=O)(C(O)=O)O. The catalyst is CS(C)=O.O. The product is [CH3:3][C@:4]1([C:19]([O:21][C:22]([CH3:24])([CH3:23])[CH3:25])=[O:20])[C:8]2([CH2:27][CH2:9]2)[C:7](=[O:10])[N:6]([C@@H:11]([C:13]2[CH:18]=[CH:17][CH:16]=[CH:15][CH:14]=2)[CH3:12])[CH2:5]1. The yield is 0.603. (7) The reactants are [CH3:1][C:2]([C:4]1[CH:9]=[CH:8][C:7]([OH:10])=[CH:6][C:5]=1[F:11])=O.Cl.C(OCC)C.[Na+].[Cl-]. The catalyst is O.[Zn]. The product is [CH2:2]([C:4]1[CH:9]=[CH:8][C:7]([OH:10])=[CH:6][C:5]=1[F:11])[CH3:1]. The yield is 0.520.